From a dataset of Forward reaction prediction with 1.9M reactions from USPTO patents (1976-2016). Predict the product of the given reaction. Given the reactants [F:1][C:2]1[CH:7]=[CH:6][C:5]([C:8]2[N:12]3[CH:13]=[CH:14][C:15]([CH:17]=[O:18])=[N:16][C:11]3=[N:10][CH:9]=2)=[CH:4][C:3]=1[C:19]1[C:20]([C:25]#[N:26])=[CH:21][CH:22]=[CH:23][CH:24]=1.S([CH2:37][N+:38]#[C-:39])(C1C=CC(C)=CC=1)(=O)=O.C(=O)([O-])[O-].[K+].[K+].C(OCC)C, predict the reaction product. The product is: [F:1][C:2]1[CH:7]=[CH:6][C:5]([C:8]2[N:12]3[CH:13]=[CH:14][C:15]([C:17]4[O:18][CH:39]=[N:38][CH:37]=4)=[N:16][C:11]3=[N:10][CH:9]=2)=[CH:4][C:3]=1[C:19]1[C:20]([C:25]#[N:26])=[CH:21][CH:22]=[CH:23][CH:24]=1.